Task: Predict the product of the given reaction.. Dataset: Forward reaction prediction with 1.9M reactions from USPTO patents (1976-2016) (1) The product is: [Cl:23][C:20]1[N:21]=[CH:22][C:17]([N:7]2[CH2:6][C@H:3]3[C@H:2]([N:1]([C:9]([O:11][C:12]([CH3:15])([CH3:14])[CH3:13])=[O:10])[CH2:5][CH2:4]3)[CH2:8]2)=[CH:18][C:19]=1[CH3:24]. Given the reactants [N:1]1([C:9]([O:11][C:12]([CH3:15])([CH3:14])[CH3:13])=[O:10])[CH2:5][CH2:4][C@H:3]2[CH2:6][NH:7][CH2:8][C@@H:2]12.Br[C:17]1[CH:18]=[C:19]([CH3:24])[C:20]([Cl:23])=[N:21][CH:22]=1, predict the reaction product. (2) Given the reactants [F:1][C:2]([F:16])([F:15])[CH:3]([C:11]([F:14])([F:13])[F:12])[CH:4]([C:6]([O:8][CH2:9][CH3:10])=[O:7])[NH2:5].N1C=CC=CC=1.[Br:23][C:24]1[S:28][C:27]([S:29](Cl)(=[O:31])=[O:30])=[CH:26][CH:25]=1.CCOC(C)=O.CCCCCC, predict the reaction product. The product is: [Br:23][C:24]1[S:28][C:27]([S:29]([NH:5][CH:4]([C:6]([O:8][CH2:9][CH3:10])=[O:7])[CH:3]([C:11]([F:13])([F:12])[F:14])[C:2]([F:15])([F:16])[F:1])(=[O:31])=[O:30])=[CH:26][CH:25]=1. (3) Given the reactants C[C@@H]1O[C@@H](O[C@H]2[C@H]([O:15][C:16]3[C:17]4[O:71][C:67]5=[C:68]([Cl:70])[CH:69]=[C:64]([CH:65]=[CH:66]5)[C@@H:63]([OH:72])[C@@H:62]5[NH:73][C:74](=[O:75])[C@@H:43]([C:44]6[CH:45]=[CH:46][C:47]([OH:79])=[C:48]([C:50]7[C:55]([OH:56])=[CH:54][C:53]([OH:57])=[CH:52][C:51]=7[C@@H:58]([C:76]([OH:78])=[O:77])[NH:59][C:60]5=[O:61])[CH:49]=6)[NH:42][C:40](=[O:41])[C@H:39]5[C:19](=[CH:20][C:21]=3[O:22][C:23]3[CH:24]=[CH:25][C:26]([C@@H:30]([OH:94])[C@@H:31]([NH:84][C:85]([C@H:87]([NH:92][CH3:93])[CH2:88][CH:89]([CH3:91])[CH3:90])=[O:86])[C:32]([NH:34][C@@H:35]([CH2:80][C:81]([NH2:83])=[O:82])[C:36]([NH:38]5)=[O:37])=[O:33])=[CH:27][C:28]=3[Cl:29])[CH:18]=4)O[C@H](CO)[C@@H](O)[C@@H]2O)C[C@@](N)(C)[C@@H]1O.C1C(=O)NC(=O)N([C@@H]2O[C@H](COP(OP(O)(O)=O)(O)=O)[C@@H](O)[C@H]2O)C=1, predict the reaction product. The product is: [CH3:91][CH:89]([CH2:88][C@@H:87]([NH:92][CH3:93])[C:85]([NH:84][C@H:31]1[C:32](=[O:33])[NH:34][C@@H:35]([CH2:80][C:81]([NH2:83])=[O:82])[C:36](=[O:37])[NH:38][C@@H:39]2[C:19]3=[CH:18][C:17]([O:71][C:67]4[CH:66]=[CH:65][C:64]([C@@H:63]([OH:72])[C@@H:62]5[NH:73][C:74](=[O:75])[C@H:43]([NH:42][C:40]2=[O:41])[C:44]2=[CH:49][C:48](=[C:47]([OH:79])[CH:46]=[CH:45]2)[C:50]2[C:51](=[CH:52][C:53]([OH:57])=[CH:54][C:55]=2[OH:56])[C@@H:58]([C:76]([OH:78])=[O:77])[NH:59][C:60]5=[O:61])=[CH:69][C:68]=4[Cl:70])=[C:16]([OH:15])[C:21](=[CH:20]3)[O:22][C:23]2[CH:24]=[CH:25][C:26](=[CH:27][C:28]=2[Cl:29])[C@H:30]1[OH:94])=[O:86])[CH3:90]. (4) Given the reactants [CH3:1][O:2][C:3](=[O:40])[N:4]([CH2:27][C:28]1[CH:33]=[C:32]([C:34]([F:37])([F:36])[F:35])[CH:31]=[C:30]([C:38]#[N:39])[CH:29]=1)[CH2:5][C:6]1[CH:11]=[C:10]([C:12]([F:15])([F:14])[F:13])[CH:9]=[CH:8][C:7]=1[C:16]1[CH:21]=[C:20]([CH:22]([CH3:24])[CH3:23])[CH:19]=[CH:18][C:17]=1[O:25][CH3:26].C([O-])([O-])=[O:42].[K+].[K+].OO.O, predict the reaction product. The product is: [CH3:1][O:2][C:3](=[O:40])[N:4]([CH2:27][C:28]1[CH:33]=[C:32]([C:34]([F:37])([F:36])[F:35])[CH:31]=[C:30]([C:38]([NH2:39])=[O:42])[CH:29]=1)[CH2:5][C:6]1[CH:11]=[C:10]([C:12]([F:14])([F:15])[F:13])[CH:9]=[CH:8][C:7]=1[C:16]1[CH:21]=[C:20]([CH:22]([CH3:24])[CH3:23])[CH:19]=[CH:18][C:17]=1[O:25][CH3:26]. (5) Given the reactants [CH3:1][C:2]1[CH:10]=[CH:9][C:8]2[N:7]([CH2:11][CH:12]([C:14]3[CH:19]=[CH:18][N:17]=[CH:16][CH:15]=3)[OH:13])[C:6]3[CH2:20][CH2:21][N:22]4[CH:26]([C:5]=3[C:4]=2[CH:3]=1)[CH2:25][CH2:24][CH2:23]4.ClC1C=CC=C(C(OO)=[O:35])C=1.C(=O)(O)[O-].[Na+], predict the reaction product. The product is: [OH:13][CH:12]([C:14]1[CH:19]=[CH:18][N:17]=[CH:16][CH:15]=1)[CH2:11][N:7]1[C:8]2[CH:9]=[CH:10][C:2]([CH3:1])=[CH:3][C:4]=2[C:5]2[CH:26]3[N+:22]([O-:35])([CH2:21][CH2:20][C:6]1=2)[CH2:23][CH2:24][CH2:25]3. (6) Given the reactants [CH3:1][C:2]1[CH:3]=[CH:4][CH:5]=[CH:6][C:7]=1[O:8][C@@H:9]([C:14]1[CH:15]=[CH:16][CH:17]=[CH:18][CH:19]=1)[CH2:10][CH2:11][NH:12][CH3:13].C([O-])(=O)[C@H](C1C=CC=CC=1)O.[ClH:31], predict the reaction product. The product is: [CH3:1][C:2]1[CH:3]=[CH:4][CH:5]=[CH:6][C:7]=1[O:8][C@@H:9]([C:14]1[CH:19]=[CH:18][CH:17]=[CH:16][CH:15]=1)[CH2:10][CH2:11][NH:12][CH3:13].[ClH:31]. (7) Given the reactants [CH3:1][O:2][C:3]([CH:5]1[NH:10][CH2:9][CH2:8][N:7]([C:11]([O:13][C:14]([CH3:17])([CH3:16])[CH3:15])=[O:12])[CH2:6]1)=[O:4].Br[C:19]1[CH:24]=[CH:23][C:22]([Cl:25])=[C:21]([O:26][CH3:27])[CH:20]=1.C(P(C(C)(C)C)C1C=CC=CC=1C1C=CC=CC=1)(C)(C)C.CC(C)([O-])C.[Na+], predict the reaction product. The product is: [CH3:1][O:2][C:3]([CH:5]1[N:10]([C:19]2[CH:24]=[CH:23][C:22]([Cl:25])=[C:21]([O:26][CH3:27])[CH:20]=2)[CH2:9][CH2:8][N:7]([C:11]([O:13][C:14]([CH3:17])([CH3:16])[CH3:15])=[O:12])[CH2:6]1)=[O:4].